Dataset: Forward reaction prediction with 1.9M reactions from USPTO patents (1976-2016). Task: Predict the product of the given reaction. (1) Given the reactants [Br:1][C:2]1[CH:3]=[C:4]([CH:7]=[O:8])[S:5][CH:6]=1.[CH2:9](O)[CH2:10][OH:11].O.C1(C)C=CC(S(O)(=O)=O)=CC=1.C(=O)(O)[O-].[Na+], predict the reaction product. The product is: [Br:1][C:2]1[CH:3]=[C:4]([CH:7]2[O:11][CH2:10][CH2:9][O:8]2)[S:5][CH:6]=1. (2) Given the reactants C(OC([N:11]1[CH:17]([C:18]2[NH:22][C:21]3[CH:23]=[C:24]([Br:27])[CH:25]=[CH:26][C:20]=3[N:19]=2)[CH2:16][C:13]2([CH2:15][CH2:14]2)[CH2:12]1)=O)C1C=CC=CC=1.Br.[CH3:29][O:30][C:31]([NH:33][CH:34]([CH:38]([CH3:40])[CH3:39])[C:35](O)=[O:36])=[O:32].CN(C(ON1N=NC2C=CC=NC1=2)=[N+](C)C)C.F[P-](F)(F)(F)(F)F.CCN(C(C)C)C(C)C, predict the reaction product. The product is: [CH3:29][O:30][C:31](=[O:32])[NH:33][CH:34]([C:35]([N:11]1[CH:17]([C:18]2[NH:22][C:21]3[CH:23]=[C:24]([Br:27])[CH:25]=[CH:26][C:20]=3[N:19]=2)[CH2:16][C:13]2([CH2:15][CH2:14]2)[CH2:12]1)=[O:36])[CH:38]([CH3:40])[CH3:39]. (3) Given the reactants I[C:2]1[C:7]([NH2:8])=[C:6]([I:9])[N:5]=[CH:4][N:3]=1.C(=O)([O-])[O-].[K+].[K+].[NH2:16][C:17]1[CH:22]=[CH:21][C:20]([OH:23])=[CH:19][C:18]=1[Cl:24], predict the reaction product. The product is: [NH2:16][C:17]1[CH:22]=[CH:21][C:20]([O:23][C:2]2[C:7]([NH2:8])=[C:6]([I:9])[N:5]=[CH:4][N:3]=2)=[CH:19][C:18]=1[Cl:24]. (4) Given the reactants B(F)(F)[F:2].CCOCC.N[C:11]1[CH:12]=[N:13][C:14]2[C:19]([CH:20]=1)=[CH:18][C:17]([O:21][CH3:22])=[CH:16][CH:15]=2.C(ON=O)(C)(C)C.ClC1C=CC=CC=1Cl, predict the reaction product. The product is: [F:2][C:11]1[CH:12]=[N:13][C:14]2[C:19]([CH:20]=1)=[CH:18][C:17]([O:21][CH3:22])=[CH:16][CH:15]=2. (5) Given the reactants [CH:1]1([CH2:4][NH:5][C@H:6]2[CH2:11][CH2:10][C@H:9]([C:12]([O:21][Si:22]([CH2:27][CH3:28])([CH2:25][CH3:26])[CH2:23][CH3:24])([C:17]([F:20])([F:19])[F:18])[C:13]([F:16])([F:15])[F:14])[CH2:8][CH2:7]2)[CH2:3][CH2:2]1.Cl([O-])(=O)(=O)=O.[Li+].[C:35]1([CH:41]2[O:43][CH2:42]2)[CH:40]=[CH:39][CH:38]=[CH:37][CH:36]=1.[NH4+].[Cl-], predict the reaction product. The product is: [CH:1]1([CH2:4][N:5]([C@H:6]2[CH2:7][CH2:8][C@H:9]([C:12]([O:21][Si:22]([CH2:25][CH3:26])([CH2:27][CH3:28])[CH2:23][CH3:24])([C:13]([F:16])([F:15])[F:14])[C:17]([F:18])([F:19])[F:20])[CH2:10][CH2:11]2)[CH2:42][CH:41]([C:35]2[CH:40]=[CH:39][CH:38]=[CH:37][CH:36]=2)[OH:43])[CH2:2][CH2:3]1. (6) Given the reactants [CH2:1]([OH:5])[CH2:2][CH:3]=[CH2:4].C(N(CC)CC)C.[OH-].[Na+].[CH2:15](Br)[C:16]1[CH:21]=[CH:20][CH:19]=[CH:18][CH:17]=1, predict the reaction product. The product is: [CH2:1]([O:5][CH2:15][C:16]1[CH:21]=[CH:20][CH:19]=[CH:18][CH:17]=1)[CH2:2][CH:3]=[CH2:4]. (7) Given the reactants [CH2:1]1[O:5][C:4]2[CH:6]=[C:7]([Br:12])[C:8]([CH:10]=O)=[CH:9][C:3]=2[O:2]1.Cl.O[NH2:15].CC([O-])=O.[Na+], predict the reaction product. The product is: [Br:12][C:7]1[C:8]([C:10]#[N:15])=[CH:9][C:3]2[O:2][CH2:1][O:5][C:4]=2[CH:6]=1. (8) Given the reactants [N:1]([CH2:4][C:5]1[N:6]=[C:7]([N:10]2[CH2:13][CH:12]([O:14][Si:15]([C:28]([CH3:31])([CH3:30])[CH3:29])([C:22]3[CH:27]=[CH:26][CH:25]=[CH:24][CH:23]=3)[C:16]3[CH:21]=[CH:20][CH:19]=[CH:18][CH:17]=3)[CH2:11]2)[S:8][CH:9]=1)=[N+]=[N-].Cl[C:33]([O:35][CH3:36])=[O:34].C(N(CC)CC)C, predict the reaction product. The product is: [Si:15]([O:14][CH:12]1[CH2:13][N:10]([C:7]2[S:8][CH:9]=[C:5]([CH2:4][NH:1][C:33]([O:35][CH3:36])=[O:34])[N:6]=2)[CH2:11]1)([C:28]([CH3:31])([CH3:30])[CH3:29])([C:22]1[CH:27]=[CH:26][CH:25]=[CH:24][CH:23]=1)[C:16]1[CH:21]=[CH:20][CH:19]=[CH:18][CH:17]=1.